The task is: Predict the reactants needed to synthesize the given product.. This data is from Full USPTO retrosynthesis dataset with 1.9M reactions from patents (1976-2016). The reactants are: Br[C:2]1[C:3]([O:10][CH3:11])=[C:4]([CH:7]=[CH:8][CH:9]=1)[CH:5]=[O:6].[C:12]([C:16]1[CH:21]=[CH:20][C:19](B(O)O)=[CH:18][CH:17]=1)([CH3:15])([CH3:14])[CH3:13]. Given the product [C:12]([C:16]1[CH:21]=[CH:20][C:19]([C:2]2[CH:9]=[CH:8][CH:7]=[C:4]([CH:5]=[O:6])[C:3]=2[O:10][CH3:11])=[CH:18][CH:17]=1)([CH3:15])([CH3:14])[CH3:13], predict the reactants needed to synthesize it.